Dataset: Catalyst prediction with 721,799 reactions and 888 catalyst types from USPTO. Task: Predict which catalyst facilitates the given reaction. (1) Reactant: C=O.ClC1C=C([NH:11][C:12]2[C:21]3[C:16](=[CH:17][C:18](OCC4N=C(C5CCNCC5)ON=4)=[C:19](OC)[CH:20]=3)[N:15]=[CH:14][N:13]=2)C=CC=1Cl. Product: [N:15]1[C:16]2[C:21](=[CH:20][CH:19]=[CH:18][CH:17]=2)[C:12]([NH2:11])=[N:13][CH:14]=1. The catalyst class is: 106. (2) Reactant: Cl.[CH3:2][C:3]1[CH:8]=[C:7]([CH3:9])[CH:6]=[CH:5][C:4]=1[N:10]1[CH2:15][CH2:14][NH:13][CH2:12][C:11]1=[O:16].[Br:17][C:18]1[CH:26]=[CH:25][C:21]([C:22](O)=[O:23])=[C:20]([S:27]([CH3:30])(=[O:29])=[O:28])[CH:19]=1.O.[Cl-].COC1N=C(OC)N=C([N+]2(C)CCOCC2)N=1.CN1CCOCC1. Product: [Br:17][C:18]1[CH:26]=[CH:25][C:21]([C:22]([N:13]2[CH2:14][CH2:15][N:10]([C:4]3[CH:5]=[CH:6][C:7]([CH3:9])=[CH:8][C:3]=3[CH3:2])[C:11](=[O:16])[CH2:12]2)=[O:23])=[C:20]([S:27]([CH3:30])(=[O:29])=[O:28])[CH:19]=1. The catalyst class is: 254. (3) Reactant: N1C=CN=C1.O1C=CCC1.[O:11]1[CH2:15][CH2:14][CH2:13][CH:12]1[N:16]1[CH:20]=[CH:19][N:18]=[C:17]1[CH2:21][OH:22].O=S(Cl)[Cl:25].C([O-])(O)=O.[Na+]. Product: [O:11]1[CH2:15][CH2:14][CH2:13][CH:12]1[N:16]1[CH:20]=[CH:19][N:18]=[C:17]1[CH2:21][OH:22].[ClH:25].[Cl:25][CH2:21][C:17]1[N:16]([CH:12]2[CH2:13][CH2:14][CH2:15][O:11]2)[CH:20]=[CH:19][N:18]=1. The catalyst class is: 2. (4) The catalyst class is: 32. Reactant: [NH2:1][C:2]1[N:11]=[CH:10][C:9]2[C:8](SC)=[N:7][CH:6]=[N:5][C:4]=2[CH:3]=1.[NH2:14][C:15]1[CH:22]=[CH:21][CH:20]=[CH:19][C:16]=1[CH2:17][NH2:18]. Product: [NH2:1][C:2]1[N:11]=[CH:10][C:9]2[C:8]([NH:18][CH2:17][C:16]3[CH:19]=[CH:20][CH:21]=[CH:22][C:15]=3[NH2:14])=[N:7][CH:6]=[N:5][C:4]=2[CH:3]=1. (5) Reactant: [OH:1][C:2]1([C:16]2[S:17][C:18]([C:21]3[CH:26]=[C:25]([CH3:27])[CH:24]=[C:23]([NH:28][C:29]4[CH:34]=[C:33]([C:35]#[C:36][Si](C)(C)C)[CH:32]=[CH:31][N:30]=4)[N:22]=3)=[CH:19][N:20]=2)[CH2:11][CH2:10][CH2:9][C:8]2[CH:7]=[C:6]([C:12]([O:14][CH3:15])=[O:13])[CH:5]=[CH:4][C:3]1=2.[F-].C([N+](CCCC)(CCCC)CCCC)CCC. Product: [CH3:15][O:14][C:12]([C:6]1[CH:5]=[CH:4][C:3]2[C:2]([C:16]3[S:17][C:18]([C:21]4[CH:26]=[C:25]([CH3:27])[CH:24]=[C:23]([NH:28][C:29]5[CH:34]=[C:33]([C:35]#[CH:36])[CH:32]=[CH:31][N:30]=5)[N:22]=4)=[CH:19][N:20]=3)([OH:1])[CH2:11][CH2:10][CH2:9][C:8]=2[CH:7]=1)=[O:13]. The catalyst class is: 1. (6) Reactant: [C:1]([N:4]1[C:13]2[C:8](=[CH:9][C:10]([C:14](=[O:26])[NH:15][CH2:16][CH2:17][O:18][Si:19]([C:22]([CH3:25])([CH3:24])[CH3:23])([CH3:21])[CH3:20])=[CH:11][CH:12]=2)[C@H:7]([NH:27]C(=O)OCC2C=CC=CC=2)[C@@H:6]([CH3:38])[C@@H:5]1[CH2:39][CH3:40])(=[O:3])[CH3:2]. Product: [C:1]([N:4]1[C:13]2[C:8](=[CH:9][C:10]([C:14]([NH:15][CH2:16][CH2:17][O:18][Si:19]([C:22]([CH3:24])([CH3:23])[CH3:25])([CH3:20])[CH3:21])=[O:26])=[CH:11][CH:12]=2)[C@H:7]([NH2:27])[C@@H:6]([CH3:38])[C@@H:5]1[CH2:39][CH3:40])(=[O:3])[CH3:2]. The catalyst class is: 29. (7) Reactant: [CH3:1][O:2][C:3]1[CH:20]=[CH:19][C:6]([O:7][C:8]2[CH:18]=[CH:17][CH:16]=[CH:15][C:9]=2[NH:10][S:11]([CH3:14])(=[O:13])=[O:12])=[CH:5][CH:4]=1.C(OC(=O)C)(=O)C.[N+:28]([O-])([OH:30])=[O:29]. Product: [N+:28]([C:17]1[CH:16]=[CH:15][C:9]([NH:10][S:11]([CH3:14])(=[O:12])=[O:13])=[C:8]([O:7][C:6]2[CH:19]=[CH:20][C:3]([O:2][CH3:1])=[CH:4][CH:5]=2)[CH:18]=1)([O-:30])=[O:29]. The catalyst class is: 15.